From a dataset of Forward reaction prediction with 1.9M reactions from USPTO patents (1976-2016). Predict the product of the given reaction. Given the reactants NC(C1C=C(Cl)C=CC=1OC)C#N.OC(C)(C)CC(O)=O.[Si]([O:29][C:30]([CH3:48])([CH3:47])[CH2:31][C:32]([NH:34][CH:35]([C:38]1[CH:43]=[C:42]([Cl:44])[CH:41]=[CH:40][C:39]=1[O:45][CH3:46])[C:36]#[N:37])=[O:33])(C(C)(C)C)(C)C, predict the reaction product. The product is: [Cl:44][C:42]1[CH:41]=[CH:40][C:39]([O:45][CH3:46])=[C:38]([CH:35]([C:36]#[N:37])[NH:34][C:32](=[O:33])[CH2:31][C:30]([OH:29])([CH3:48])[CH3:47])[CH:43]=1.